This data is from NCI-60 drug combinations with 297,098 pairs across 59 cell lines. The task is: Regression. Given two drug SMILES strings and cell line genomic features, predict the synergy score measuring deviation from expected non-interaction effect. (1) Drug 1: CC(CN1CC(=O)NC(=O)C1)N2CC(=O)NC(=O)C2. Drug 2: C1=NC2=C(N1)C(=S)N=CN2. Cell line: MCF7. Synergy scores: CSS=22.8, Synergy_ZIP=-8.60, Synergy_Bliss=-7.08, Synergy_Loewe=-15.1, Synergy_HSA=-3.93. (2) Drug 1: CC(CN1CC(=O)NC(=O)C1)N2CC(=O)NC(=O)C2. Drug 2: C#CCC(CC1=CN=C2C(=N1)C(=NC(=N2)N)N)C3=CC=C(C=C3)C(=O)NC(CCC(=O)O)C(=O)O. Cell line: HCT-15. Synergy scores: CSS=27.4, Synergy_ZIP=-6.83, Synergy_Bliss=-1.87, Synergy_Loewe=-1.52, Synergy_HSA=-1.59.